From a dataset of NCI-60 drug combinations with 297,098 pairs across 59 cell lines. Regression. Given two drug SMILES strings and cell line genomic features, predict the synergy score measuring deviation from expected non-interaction effect. (1) Drug 1: C1CCC(CC1)NC(=O)N(CCCl)N=O. Drug 2: CC(C)(C#N)C1=CC(=CC(=C1)CN2C=NC=N2)C(C)(C)C#N. Cell line: SK-MEL-5. Synergy scores: CSS=13.8, Synergy_ZIP=-3.33, Synergy_Bliss=-1.25, Synergy_Loewe=-0.336, Synergy_HSA=-0.270. (2) Drug 1: C1C(C(OC1N2C=NC3=C(N=C(N=C32)Cl)N)CO)O. Drug 2: C1=NC(=NC(=O)N1C2C(C(C(O2)CO)O)O)N. Cell line: HL-60(TB). Synergy scores: CSS=68.1, Synergy_ZIP=-1.88, Synergy_Bliss=-2.15, Synergy_Loewe=-2.68, Synergy_HSA=-0.660. (3) Drug 1: CC1OCC2C(O1)C(C(C(O2)OC3C4COC(=O)C4C(C5=CC6=C(C=C35)OCO6)C7=CC(=C(C(=C7)OC)O)OC)O)O. Drug 2: C(=O)(N)NO. Cell line: SF-295. Synergy scores: CSS=48.2, Synergy_ZIP=-2.75, Synergy_Bliss=-3.23, Synergy_Loewe=-7.87, Synergy_HSA=-0.504. (4) Drug 1: C1CCC(C1)C(CC#N)N2C=C(C=N2)C3=C4C=CNC4=NC=N3. Drug 2: CC1C(C(CC(O1)OC2CC(CC3=C2C(=C4C(=C3O)C(=O)C5=C(C4=O)C(=CC=C5)OC)O)(C(=O)CO)O)N)O.Cl. Cell line: NCI-H226. Synergy scores: CSS=54.7, Synergy_ZIP=8.37, Synergy_Bliss=7.66, Synergy_Loewe=-27.6, Synergy_HSA=9.10.